This data is from Aqueous solubility values for 9,982 compounds from the AqSolDB database. The task is: Regression/Classification. Given a drug SMILES string, predict its absorption, distribution, metabolism, or excretion properties. Task type varies by dataset: regression for continuous measurements (e.g., permeability, clearance, half-life) or binary classification for categorical outcomes (e.g., BBB penetration, CYP inhibition). For this dataset (solubility_aqsoldb), we predict Y. (1) The drug is CCCCOC(=O)c1ccc(O)cc1. The Y is -2.97 log mol/L. (2) The compound is Cc1ccc(C)c(O)c1. The Y is -1.54 log mol/L. (3) The compound is Brc1c(Br)c(Br)c(Oc2c(Br)c(Br)c(Br)c(Br)c2Br)c(Br)c1Br. The Y is -9.98 log mol/L. (4) The compound is C=CC(=O)OCCC(C)CCOC(=O)C=C. The Y is -2.62 log mol/L. (5) The molecule is Clc1cc(Cl)c(Oc2cc(Cl)c(Cl)c(Cl)c2)cc1Cl. The Y is -8.72 log mol/L.